This data is from Full USPTO retrosynthesis dataset with 1.9M reactions from patents (1976-2016). The task is: Predict the reactants needed to synthesize the given product. (1) Given the product [C:1]([O:5][C:6](=[O:15])[NH:7][C:8]1[S:12][C:11]([CH2:13][N:16]2[CH2:21][CH2:20][O:19][CH2:18][CH2:17]2)=[N:10][CH:9]=1)([CH3:4])([CH3:3])[CH3:2], predict the reactants needed to synthesize it. The reactants are: [C:1]([O:5][C:6](=[O:15])[NH:7][C:8]1[S:12][C:11]([CH:13]=O)=[N:10][CH:9]=1)([CH3:4])([CH3:3])[CH3:2].[NH:16]1[CH2:21][CH2:20][O:19][CH2:18][CH2:17]1.[BH4-].[Na+]. (2) Given the product [CH3:33][N:14]([CH3:13])[CH2:15][CH2:16][N:17]1[C:25]2[C:20](=[CH:21][CH:22]=[CH:23][CH:24]=2)[C:19]([CH2:26][N:27]([CH3:32])[C:28](=[O:31])/[CH:29]=[CH:30]/[C:2]2[CH:11]=[N:10][C:9]3[NH:8][C:7](=[O:12])[CH2:6][CH2:5][C:4]=3[CH:3]=2)=[CH:18]1, predict the reactants needed to synthesize it. The reactants are: Br[C:2]1[CH:3]=[C:4]2[C:9](=[N:10][CH:11]=1)[NH:8][C:7](=[O:12])[CH2:6][CH2:5]2.[CH3:13][N:14]([CH3:33])[CH2:15][CH2:16][N:17]1[C:25]2[C:20](=[CH:21][CH:22]=[CH:23][CH:24]=2)[C:19]([CH2:26][N:27]([CH3:32])[C:28](=[O:31])[CH:29]=[CH2:30])=[CH:18]1.C1(C)C=CC=CC=1P(C1C=CC=CC=1C)C1C=CC=CC=1C.C(N(C(C)C)CC)(C)C. (3) Given the product [CH2:1]([O:8][C:9]1[CH:14]=[CH:13][C:12]([C@@H:15]([OH:18])[CH2:16][Br:17])=[CH:11][C:10]=1[NH:19][CH:22]=[O:24])[C:2]1[CH:7]=[CH:6][CH:5]=[CH:4][CH:3]=1, predict the reactants needed to synthesize it. The reactants are: [CH2:1]([O:8][C:9]1[CH:14]=[CH:13][C:12]([C@@H:15]([OH:18])[CH2:16][Br:17])=[CH:11][C:10]=1[N+:19]([O-])=O)[C:2]1[CH:7]=[CH:6][CH:5]=[CH:4][CH:3]=1.[C:22](OC(=O)C)(=[O:24])C.C(O)=O.NC1C=CC=CC=1. (4) The reactants are: CC1(C)[O:6][C@H:5]2[C@H:7]([NH:12][C:13]3[N:18]4[N:19]=[C:20]([C:22]5[CH:27]=[CH:26][CH:25]=[C:24]([C:28]6([CH3:32])[CH2:31][O:30][CH2:29]6)[CH:23]=5)[CH:21]=[C:17]4[N:16]=[CH:15][CH:14]=3)[CH2:8][C@H:9]([CH2:10][OH:11])[C@H:4]2[O:3]1.C1(C)C=CC([S:40]([O-:43])(=O)=[O:41])=CC=1.[NH+:45]1C=CC=CC=1.[ClH:51]. Given the product [S:40](=[O:43])(=[O:41])([O:11][CH2:10][C@H:9]1[CH2:8][C@@H:7]([NH:12][C:13]2[N:18]3[N:19]=[C:20]([C:22]4[CH:27]=[CH:26][CH:25]=[C:24]([C:28]([CH2:29][OH:30])([CH3:32])[CH2:31][Cl:51])[CH:23]=4)[CH:21]=[C:17]3[N:16]=[CH:15][CH:14]=2)[C@H:5]([OH:6])[C@@H:4]1[OH:3])[NH2:45], predict the reactants needed to synthesize it. (5) Given the product [NH:18]([C:2]1[N:7]=[CH:6][C:5]([O:8][C:9]2[CH:14]=[CH:13][CH:12]=[CH:11][C:10]=2[CH2:15][OH:16])=[CH:4][CH:3]=1)[NH2:19], predict the reactants needed to synthesize it. The reactants are: Cl[C:2]1[N:7]=[CH:6][C:5]([O:8][C:9]2[CH:14]=[CH:13][CH:12]=[CH:11][C:10]=2[CH2:15][OH:16])=[CH:4][CH:3]=1.O.[NH2:18][NH2:19]. (6) Given the product [Cl:24][C:25]1[CH:26]=[C:27]([CH:30]=[C:31]([Cl:33])[CH:32]=1)[CH2:28][NH:29][C:21]([C:14]1([C:11]2[CH:10]=[CH:9][C:8]([I:7])=[CH:13][CH:12]=2)[CH2:15][CH2:16][N:17]([CH3:20])[CH2:18][CH2:19]1)=[O:23], predict the reactants needed to synthesize it. The reactants are: N1C=CC=CC=1.[I:7][C:8]1[CH:13]=[CH:12][C:11]([C:14]2([C:21]([OH:23])=O)[CH2:19][CH2:18][N:17]([CH3:20])[CH2:16][CH2:15]2)=[CH:10][CH:9]=1.[Cl:24][C:25]1[CH:26]=[C:27]([CH:30]=[C:31]([Cl:33])[CH:32]=1)[CH2:28][NH2:29].CC(C)N=C=NC(C)C. (7) Given the product [Cl:1][C:2]1[CH:3]=[C:4]([C@@:9]2([CH3:15])[CH2:13][O:12][C:11]([NH2:14])=[N:10]2)[CH:5]=[C:6]([F:8])[CH:7]=1, predict the reactants needed to synthesize it. The reactants are: [Cl:1][C:2]1[CH:3]=[C:4]([C:9]2([CH3:15])[CH2:13][O:12][C:11]([NH2:14])=[N:10]2)[CH:5]=[C:6]([F:8])[CH:7]=1. (8) Given the product [CH3:1][C:2]1[CH:3]=[C:4]([OH:5])[C:8]([C:10]2[CH:15]=[CH:14][CH:13]=[C:12]([CH3:16])[N:11]=2)=[N:17][C:6]=1[CH3:7], predict the reactants needed to synthesize it. The reactants are: [CH3:1][C:2]1[CH:3]=[C:4]([C:8]([C:10]2[CH:15]=[CH:14][CH:13]=[C:12]([CH3:16])[N:11]=2)=O)[O:5][C:6]=1[CH3:7].[NH3:17].